From a dataset of Catalyst prediction with 721,799 reactions and 888 catalyst types from USPTO. Predict which catalyst facilitates the given reaction. (1) Reactant: [CH3:1][C:2]1([C:9]([O:11][CH3:12])=[O:10])[C:7](=O)[CH2:6][CH2:5][O:4][CH2:3]1.[CH3:13][C@@H:14]([NH2:21])[C:15]1[CH:20]=[CH:19][CH:18]=[CH:17][CH:16]=1.FC(F)(F)S([O-])(=O)=O.[Yb+3].FC(F)(F)S([O-])(=O)=O.FC(F)(F)S([O-])(=O)=O. Product: [CH3:1][C:2]1([C:9]([O:11][CH3:12])=[O:10])[C:7](=[N:21][C@@H:14]([C:15]2[CH:20]=[CH:19][CH:18]=[CH:17][CH:16]=2)[CH3:13])[CH2:6][CH2:5][O:4][CH2:3]1. The catalyst class is: 11. (2) Reactant: [CH2:1]([CH2:13][NH2:14])[CH2:2][C:3]([P:9]([O-:12])([OH:11])=[O:10])([P:5]([OH:8])([OH:7])=[O:6])[OH:4].O.O.O.[Na+].O.Cl. Product: [CH2:1]([CH2:13][NH2:14])[CH2:2][C:3]([P:5]([OH:7])([OH:8])=[O:6])([P:9]([OH:12])([OH:11])=[O:10])[OH:4]. The catalyst class is: 8. (3) The catalyst class is: 2. Reactant: [CH3:1][C:2]1[C:6]([CH2:7][S:8][CH2:9][C:10]([OH:12])=O)=[C:5]([CH3:13])[O:4][N:3]=1.Cl.[CH3:15][CH:16]1[CH2:21][NH:20][CH2:19][CH:18]([CH3:22])[N:17]1[C:23]1[CH:24]=[C:25]([CH3:29])[CH:26]=[CH:27][CH:28]=1.CCN(CC)CC.C(P1(=O)OP(CCC)(=O)OP(CCC)(=O)O1)CC. Product: [CH3:15][CH:16]1[N:17]([C:23]2[CH:24]=[C:25]([CH3:29])[CH:26]=[CH:27][CH:28]=2)[CH:18]([CH3:22])[CH2:19][N:20]([C:10](=[O:12])[CH2:9][S:8][CH2:7][C:6]2[C:2]([CH3:1])=[N:3][O:4][C:5]=2[CH3:13])[CH2:21]1.